This data is from M1 muscarinic receptor antagonist screen with 61,756 compounds. The task is: Binary Classification. Given a drug SMILES string, predict its activity (active/inactive) in a high-throughput screening assay against a specified biological target. (1) The compound is Clc1c(N2CCOCC2)ccc(NC(=O)CSc2n(c(nn2)C(O)c2ccccc2)C)c1. The result is 0 (inactive). (2) The molecule is FC(F)(F)C1n2[nH]c(cc2=NC(C1)c1ccc(cc1)C)C(=O)NCC1OCCC1. The result is 0 (inactive).